Dataset: Reaction yield outcomes from USPTO patents with 853,638 reactions. Task: Predict the reaction yield, written as a fraction of the theoretical maximum amount of product (1.0 means a 100% yield; for example, 0.34 means a 34% yield). (1) The yield is 0.860. The catalyst is O. The reactants are Cl[C:2]1[N:7]=[C:6]([N:8]2[C@@H:12]([C@H:13]([O:15][CH3:16])[CH3:14])[CH2:11][O:10][C:9]2=[O:17])[CH:5]=[CH:4][N:3]=1.[F-:18].[K+].CS(C)=O. The product is [F:18][C:2]1[N:7]=[C:6]([N:8]2[C@@H:12]([C@H:13]([O:15][CH3:16])[CH3:14])[CH2:11][O:10][C:9]2=[O:17])[CH:5]=[CH:4][N:3]=1. (2) The reactants are C(OC([NH:8][C@@H:9]([CH2:13][C:14]1[CH:19]=[CH:18][C:17]([O:20][CH3:21])=[CH:16][CH:15]=1)[C:10]([OH:12])=[O:11])=O)(C)(C)C.S(=O)(=O)(O)O.[OH-].[Na+].[C:29](=O)([O-])O.[Na+]. The catalyst is CO. The product is [NH2:8][C@@H:9]([CH2:13][C:14]1[CH:19]=[CH:18][C:17]([O:20][CH3:21])=[CH:16][CH:15]=1)[C:10]([O:12][CH3:29])=[O:11]. The yield is 0.900. (3) The catalyst is C1COCC1. The reactants are [CH3:1][CH:2]([O:4]C(/N=N/C(OC(C)C)=O)=O)C.[F:15][C:16]([F:40])([F:39])[C:17]1[N:21]2[N:22]=[C:23]([N:26]3[CH2:31][CH2:30][CH:29]([C:32]4[CH:33]=[C:34]([OH:38])[CH:35]=[CH:36][CH:37]=4)[CH2:28][CH2:27]3)[CH:24]=[CH:25][C:20]2=[N:19][N:18]=1.C1(P(C2C=CC=CC=2)C2C=CC=CC=2)C=CC=CC=1.O1CCCCC1OCCO. The yield is 0.530. The product is [F:40][C:16]([F:15])([F:39])[C:17]1[N:21]2[N:22]=[C:23]([N:26]3[CH2:31][CH2:30][CH:29]([C:32]4[CH:33]=[C:34]([CH:35]=[CH:36][CH:37]=4)[O:38][CH2:1][CH2:2][OH:4])[CH2:28][CH2:27]3)[CH:24]=[CH:25][C:20]2=[N:19][N:18]=1. (4) The catalyst is C1(C)C=CC=CC=1.CCOC(C)=O.C1C=CC([P]([Pd]([P](C2C=CC=CC=2)(C2C=CC=CC=2)C2C=CC=CC=2)([P](C2C=CC=CC=2)(C2C=CC=CC=2)C2C=CC=CC=2)[P](C2C=CC=CC=2)(C2C=CC=CC=2)C2C=CC=CC=2)(C2C=CC=CC=2)C2C=CC=CC=2)=CC=1. The yield is 0.990. The reactants are Br[C:2]1[CH:7]=[C:6]([CH2:8][CH2:9][S:10]([N:13]2[CH2:18][CH2:17][O:16][CH2:15][CH2:14]2)(=[O:12])=[O:11])[CH:5]=[CH:4][C:3]=1[NH2:19].CCO.C([O-])([O-])=O.[Na+].[Na+].[C:29]1(B(O)O)[CH2:34][CH2:33][CH2:32][CH2:31][CH:30]=1. The product is [C:29]1([C:2]2[CH:7]=[C:6]([CH2:8][CH2:9][S:10]([N:13]3[CH2:18][CH2:17][O:16][CH2:15][CH2:14]3)(=[O:12])=[O:11])[CH:5]=[CH:4][C:3]=2[NH2:19])[CH2:34][CH2:33][CH2:32][CH2:31][CH:30]=1. (5) The reactants are [CH3:1][O:2][C:3]1[CH:8]=[CH:7][C:6]([C:9]2[O:10][C:11]3[C:16]([C:17](=[O:19])[CH:18]=2)=[CH:15][CH:14]=[CH:13][CH:12]=3)=[C:5]([N+:20]([O-])=O)[CH:4]=1.Cl[Sn]Cl. The catalyst is C(O)C.O. The product is [NH2:20][C:5]1[CH:4]=[C:3]([O:2][CH3:1])[CH:8]=[CH:7][C:6]=1[C:9]1[O:10][C:11]2[C:16]([C:17](=[O:19])[CH:18]=1)=[CH:15][CH:14]=[CH:13][CH:12]=2. The yield is 0.580. (6) The reactants are [Br:1][C:2]1[CH:7]=[CH:6][C:5]([CH2:8][C:9]#[N:10])=[C:4]([C:11]([F:14])([F:13])[F:12])[CH:3]=1.[Cl-].Br[CH2:17][CH2:18]Cl.[OH-].[Na+]. No catalyst specified. The product is [Br:1][C:2]1[CH:7]=[CH:6][C:5]([C:8]2([C:9]#[N:10])[CH2:18][CH2:17]2)=[C:4]([C:11]([F:12])([F:13])[F:14])[CH:3]=1. The yield is 0.860. (7) The reactants are [C:1]([O:5][C:6](=[O:9])[NH:7][NH2:8])([CH3:4])([CH3:3])[CH3:2].CCN(C(C)C)C(C)C.Br[CH2:20][CH2:21][CH2:22][CH3:23]. The catalyst is C(#N)C. The yield is 0.390. The product is [C:1]([O:5][C:6]([NH:7][NH:8][CH2:20][CH2:21][CH2:22][CH3:23])=[O:9])([CH3:4])([CH3:3])[CH3:2].